From a dataset of Retrosynthesis with 50K atom-mapped reactions and 10 reaction types from USPTO. Predict the reactants needed to synthesize the given product. Given the product CC(C)c1c(C(=O)CCc2ccc(F)c(F)c2)c2cc(O)ccc2n1Cc1ccccc1, predict the reactants needed to synthesize it. The reactants are: CC(C)c1c(C(=O)/C=C/c2ccc(F)c(F)c2)c2cc(O)ccc2n1Cc1ccccc1.